Dataset: Full USPTO retrosynthesis dataset with 1.9M reactions from patents (1976-2016). Task: Predict the reactants needed to synthesize the given product. (1) Given the product [F:1][C:2]1[CH:7]=[CH:6][CH:5]=[CH:4][C:3]=1[C:8]1[N:9]=[N:10][N:11]([CH3:27])[C:12]=1[C:13]1[N:14]=[CH:15][N:16]([C:18]2[CH:26]=[CH:25][C:21]([C:22]([NH:31][CH:28]([CH3:30])[CH3:29])=[O:23])=[CH:20][N:19]=2)[CH:17]=1, predict the reactants needed to synthesize it. The reactants are: [F:1][C:2]1[CH:7]=[CH:6][CH:5]=[CH:4][C:3]=1[C:8]1[N:9]=[N:10][N:11]([CH3:27])[C:12]=1[C:13]1[N:14]=[CH:15][N:16]([C:18]2[CH:26]=[CH:25][C:21]([C:22](O)=[O:23])=[CH:20][N:19]=2)[CH:17]=1.[CH:28]([NH2:31])([CH3:30])[CH3:29]. (2) Given the product [CH3:1][C@H:2]1[CH2:6][CH2:5][CH2:4][N:3]1[CH:7]1[CH2:11][CH2:10][C@H:9]([C:12]2[CH:17]=[CH:16][C:15]([NH:18][C:24](=[O:25])[C:23]3[CH:27]=[CH:28][CH:29]=[CH:30][C:22]=3[O:21][C:20]([F:19])([F:31])[F:32])=[CH:14][CH:13]=2)[CH2:8]1, predict the reactants needed to synthesize it. The reactants are: [CH3:1][C@H:2]1[CH2:6][CH2:5][CH2:4][N:3]1[CH:7]1[CH2:11][CH2:10][C@H:9]([C:12]2[CH:17]=[CH:16][C:15]([NH2:18])=[CH:14][CH:13]=2)[CH2:8]1.[F:19][C:20]([F:32])([F:31])[O:21][C:22]1[CH:30]=[CH:29][CH:28]=[CH:27][C:23]=1[C:24](Cl)=[O:25]. (3) Given the product [CH3:1][CH2:2][O:3][C:4]1[N:12]([CH2:13][C:14]2[CH:19]=[CH:18][C:17]([C:20]3[CH:21]=[CH:22][CH:23]=[CH:24][C:25]=3[C:26]3[NH:30][N:29]=[N:28][N:27]=3)=[CH:16][CH:15]=2)[C:11]2[C:10]([C:50]([OH:52])=[O:51])=[CH:9][CH:8]=[CH:7][C:6]=2[N:5]=1, predict the reactants needed to synthesize it. The reactants are: [CH3:1][CH2:2][O:3][C:4]1[N:12]([CH2:13][C:14]2[CH:19]=[CH:18][C:17]([C:20]3[C:25]([C:26]4[N:30](C(C5C=CC=CC=5)(C5C=CC=CC=5)C5C=CC=CC=5)[N:29]=[N:28][N:27]=4)=[CH:24][CH:23]=[CH:22][CH:21]=3)=[CH:16][CH:15]=2)[C:11]2[C:6](=[CH:7][CH:8]=[CH:9][C:10]=2[C:50]([O:52]C(OC(OC2CCCCC2)=O)C)=[O:51])[N:5]=1.CO.C(O)(C)C. (4) The reactants are: [Br:1][C:2]1[CH:6]=[C:5]([N:7]([CH2:11][CH:12]=[O:13])[CH2:8][CH2:9][CH3:10])[S:4][C:3]=1[C:14]#[N:15].[CH3:16][Mg+].[Br-].[Cl-].[NH4+]. Given the product [Br:1][C:2]1[CH:6]=[C:5]([N:7]([CH2:11][CH:12]([OH:13])[CH3:16])[CH2:8][CH2:9][CH3:10])[S:4][C:3]=1[C:14]#[N:15], predict the reactants needed to synthesize it.